This data is from Catalyst prediction with 721,799 reactions and 888 catalyst types from USPTO. The task is: Predict which catalyst facilitates the given reaction. (1) Reactant: C([O:3][C:4](=[O:29])[CH:5]([C:10]1[CH:15]=[CH:14][C:13]([C:16]2[CH:21]=[CH:20][C:19]([S:22][CH3:23])=[CH:18][CH:17]=2)=[C:12]([O:24][CH2:25][CH:26]2[CH2:28][CH2:27]2)[CH:11]=1)[CH2:6][CH:7]([CH3:9])[CH3:8])C.[OH-].[K+]. Product: [CH:26]1([CH2:25][O:24][C:12]2[CH:11]=[C:10]([CH:5]([CH2:6][CH:7]([CH3:9])[CH3:8])[C:4]([OH:29])=[O:3])[CH:15]=[CH:14][C:13]=2[C:16]2[CH:21]=[CH:20][C:19]([S:22][CH3:23])=[CH:18][CH:17]=2)[CH2:27][CH2:28]1. The catalyst class is: 88. (2) Reactant: C(P1(=O)OP(CCC)(=O)OP(CCC)(=O)O1)CC.[Cl:19][C:20]1[CH:25]=[CH:24][C:23](/[CH:26]=[CH:27]/[C:28]([OH:30])=O)=[C:22]([CH2:31][N:32]2[N:36]=[N:35][C:34]([CH3:37])=[N:33]2)[CH:21]=1.[NH:38]1[CH2:43][CH2:42][CH:41]([CH2:44][OH:45])[CH2:40][CH2:39]1.C(N(CC)CC)C. Product: [Cl:19][C:20]1[CH:25]=[CH:24][C:23](/[CH:26]=[CH:27]/[C:28]([N:38]2[CH2:43][CH2:42][CH:41]([CH2:44][OH:45])[CH2:40][CH2:39]2)=[O:30])=[C:22]([CH2:31][N:32]2[N:36]=[N:35][C:34]([CH3:37])=[N:33]2)[CH:21]=1. The catalyst class is: 85. (3) Reactant: [CH2:1]([O:8][C:9]1[CH:14]=[CH:13][N:12]=[C:11]([OH:15])[CH:10]=1)[C:2]1[CH:7]=[CH:6][CH:5]=[CH:4][CH:3]=1.[CH2:16](I)[CH3:17]. Product: [CH2:1]([O:8][C:9]1[CH:14]=[CH:13][N:12]=[C:11]([O:15][CH2:16][CH3:17])[CH:10]=1)[C:2]1[CH:3]=[CH:4][CH:5]=[CH:6][CH:7]=1. The catalyst class is: 22. (4) The catalyst class is: 11. Reactant: [C:1]([O:5][C:6]([N:8]1[CH2:13][CH2:12][CH:11]=[C:10](C(O)=O)[CH2:9]1)=[O:7])([CH3:4])([CH3:3])[CH3:2].C([N:19]([CH2:22][CH3:23])CC)C.[CH:24]1C=[CH:28][CH:27]=[CH:26][CH:25]=1.C1(P(N=[N+]=[N-])(C2C=CC=CC=2)=[O:37])C=CC=CC=1. Product: [C:1]([O:5][C:6]([N:8]1[CH2:9][C:10]2[NH:19][C:22](=[O:37])[C:23]3[CH:24]=[CH:25][CH:26]=[CH:27][C:28]=3[C:11]=2[CH2:12][CH2:13]1)=[O:7])([CH3:2])([CH3:3])[CH3:4]. (5) Reactant: [NH2:1][C:2]1[N:3]=[C:4]2[C:10]([C:11]([NH:13][C:14]([CH3:17])([CH3:16])[CH3:15])=[O:12])=[CH:9][N:8]([CH2:18][O:19][CH2:20][CH2:21][Si:22]([CH3:25])([CH3:24])[CH3:23])[C:5]2=[N:6][CH:7]=1.Br[C:27]1[CH:28]=[N:29][CH:30]=[C:31]([S:33]([CH3:36])(=[O:35])=[O:34])[CH:32]=1.CC1(C)C2C(=C(P(C3C=CC=CC=3)C3C=CC=CC=3)C=CC=2)OC2C(P(C3C=CC=CC=3)C3C=CC=CC=3)=CC=CC1=2.C(=O)([O-])[O-].[Cs+].[Cs+]. Product: [C:14]([NH:13][C:11]([C:10]1[C:4]2[C:5](=[N:6][CH:7]=[C:2]([NH:1][C:27]3[CH:28]=[N:29][CH:30]=[C:31]([S:33]([CH3:36])(=[O:35])=[O:34])[CH:32]=3)[N:3]=2)[N:8]([CH2:18][O:19][CH2:20][CH2:21][Si:22]([CH3:25])([CH3:24])[CH3:23])[CH:9]=1)=[O:12])([CH3:15])([CH3:16])[CH3:17]. The catalyst class is: 62. (6) Reactant: [H-].[Na+].[CH3:3][O:4][C:5]([C:7]1[CH:16]=[CH:15][C:14]2[C:9](=[CH:10][CH:11]=[C:12]([OH:17])[CH:13]=2)[CH:8]=1)=[O:6].Cl[C:19]1[C:28]2[C:23](=[CH:24][C:25]([O:31][CH3:32])=[C:26]([O:29][CH3:30])[CH:27]=2)[N:22]=[CH:21][N:20]=1. Product: [CH3:30][O:29][C:26]1[CH:27]=[C:28]2[C:23](=[CH:24][C:25]=1[O:31][CH3:32])[N:22]=[CH:21][N:20]=[C:19]2[O:17][C:12]1[CH:13]=[C:14]2[C:9](=[CH:10][CH:11]=1)[CH:8]=[C:7]([C:5]([O:4][CH3:3])=[O:6])[CH:16]=[CH:15]2. The catalyst class is: 3. (7) Reactant: Cl[S:2]([C:5]1[CH:6]=[C:7]([CH:41]=[CH:42][CH:43]=1)[C:8]([NH:10][C:11]1[S:12][C:13]2[CH2:40][CH2:39][CH2:38][CH2:37][C:14]=2[C:15]=1[C:16]([NH:18][C:19]1[CH:24]=[CH:23][C:22]([CH2:25][CH2:26][C:27]2[CH:36]=[CH:35][C:30]([C:31]([O:33][CH3:34])=[O:32])=[CH:29][CH:28]=2)=[CH:21][CH:20]=1)=[O:17])=[O:9])(=[O:4])=[O:3].[CH:44]1([NH2:47])[CH2:46][CH2:45]1. Product: [CH:44]1([NH:47][S:2]([C:5]2[CH:6]=[C:7]([CH:41]=[CH:42][CH:43]=2)[C:8]([NH:10][C:11]2[S:12][C:13]3[CH2:40][CH2:39][CH2:38][CH2:37][C:14]=3[C:15]=2[C:16]([NH:18][C:19]2[CH:24]=[CH:23][C:22]([CH2:25][CH2:26][C:27]3[CH:36]=[CH:35][C:30]([C:31]([O:33][CH3:34])=[O:32])=[CH:29][CH:28]=3)=[CH:21][CH:20]=2)=[O:17])=[O:9])(=[O:4])=[O:3])[CH2:46][CH2:45]1. The catalyst class is: 4. (8) Reactant: C[O:2][C:3]([C:5]1([CH2:14][CH3:15])[CH2:10][CH2:9][CH:8]([CH:11]([CH3:13])[CH3:12])[CH2:7][CH2:6]1)=[O:4].[OH-].[K+]. Product: [CH2:14]([C:5]1([C:3]([OH:4])=[O:2])[CH2:6][CH2:7][CH:8]([CH:11]([CH3:13])[CH3:12])[CH2:9][CH2:10]1)[CH3:15]. The catalyst class is: 14. (9) Reactant: [Cl:1][C:2]1[N:10]=[C:9]2[C:5]([N:6]=[CH:7][NH:8]2)=[C:4]([Cl:11])[N:3]=1.Br[CH:13]([CH3:18])[C:14]([O:16][CH3:17])=[O:15].C(=O)([O-])[O-].[K+].[K+].C(=O)(O)[O-].[Na+]. Product: [Cl:1][C:2]1[N:10]=[C:9]2[C:5]([N:6]=[CH:7][N:8]2[CH:13]([CH3:18])[C:14]([O:16][CH3:17])=[O:15])=[C:4]([Cl:11])[N:3]=1. The catalyst class is: 3.